This data is from Full USPTO retrosynthesis dataset with 1.9M reactions from patents (1976-2016). The task is: Predict the reactants needed to synthesize the given product. (1) Given the product [CH3:21][N:22]([CH3:23])[C:16](=[O:17])[C:15]1[CH:19]=[CH:20][C:12](/[CH:11]=[CH:10]/[C:3]2[C:4]3[C:9](=[CH:8][CH:7]=[CH:6][CH:5]=3)[NH:1][N:2]=2)=[CH:13][CH:14]=1, predict the reactants needed to synthesize it. The reactants are: [NH:1]1[C:9]2[C:4](=[CH:5][CH:6]=[CH:7][CH:8]=2)[C:3](/[CH:10]=[CH:11]/[C:12]2[CH:20]=[CH:19][C:15]([C:16](O)=[O:17])=[CH:14][CH:13]=2)=[N:2]1.[CH3:21][NH:22][CH3:23].ON1C2C=CC=CC=2N=N1.C(N=C=NCCCN(C)C)C. (2) Given the product [CH3:1][O:2][C:3](=[O:23])[CH2:4][N:5]1[C:9]([C:10]2[CH:15]=[CH:14][CH:13]=[CH:12][CH:11]=2)=[CH:8][CH:7]=[C:6]1[C:16]1[CH:17]=[CH:18][C:19]([O:22][CH2:24][CH2:25][C:26]2[CH:31]=[CH:30][CH:29]=[CH:28][CH:27]=2)=[CH:20][CH:21]=1, predict the reactants needed to synthesize it. The reactants are: [CH3:1][O:2][C:3](=[O:23])[CH2:4][N:5]1[C:9]([C:10]2[CH:15]=[CH:14][CH:13]=[CH:12][CH:11]=2)=[CH:8][CH:7]=[C:6]1[C:16]1[CH:21]=[CH:20][C:19]([OH:22])=[CH:18][CH:17]=1.[CH2:24](Br)[CH2:25][C:26]1[CH:31]=[CH:30][CH:29]=[CH:28][CH:27]=1.C([O-])([O-])=O.[K+].[K+].O.